This data is from Forward reaction prediction with 1.9M reactions from USPTO patents (1976-2016). The task is: Predict the product of the given reaction. (1) The product is: [N:1]1([C:24]([O:26][C:27]([CH3:30])([CH3:29])[CH3:28])=[O:25])[CH2:6][CH2:5][NH:4][CH2:3][CH:2]1[C:17]([O:19][C:20]([CH3:22])([CH3:23])[CH3:21])=[O:18]. Given the reactants [N:1]1([C:24]([O:26][C:27]([CH3:30])([CH3:29])[CH3:28])=[O:25])[CH2:6][CH2:5][N:4](C(OCC2C=CC=CC=2)=O)[CH2:3][CH:2]1[C:17]([O:19][C:20]([CH3:23])([CH3:22])[CH3:21])=[O:18], predict the reaction product. (2) The product is: [CH2:17]([NH:16][C:14]([NH:13][C:6]1[N:7]=[CH:8][C:9]2[C:4]([CH:5]=1)=[CH:3][C:2]([NH:1][CH2:28][C:25]1[CH:26]=[C:27]3[C:22]([CH:21]=[N:20][NH:19]3)=[CH:23][CH:24]=1)=[CH:11][C:10]=2[CH3:12])=[O:15])[CH3:18]. Given the reactants [NH2:1][C:2]1[CH:3]=[C:4]2[C:9](=[C:10]([CH3:12])[CH:11]=1)[CH:8]=[N:7][C:6]([NH:13][C:14]([NH:16][CH2:17][CH3:18])=[O:15])=[CH:5]2.[NH:19]1[C:27]2[C:22](=[CH:23][CH:24]=[C:25]([CH:28]=O)[CH:26]=2)[CH:21]=[N:20]1, predict the reaction product. (3) Given the reactants C[O:2][C:3]1[CH:4]=[C:5]2[C:10](=[C:11]([N+:13]([O-:15])=[O:14])[CH:12]=1)[N:9]=[CH:8][CH:7]=[CH:6]2.[OH-].[Na+], predict the reaction product. The product is: [OH:2][C:3]1[CH:4]=[C:5]2[C:10](=[C:11]([N+:13]([O-:15])=[O:14])[CH:12]=1)[N:9]=[CH:8][CH:7]=[CH:6]2. (4) Given the reactants CCN=C=NCCCN(C)C.[C:12]([C:15]1[NH:19][C:18]2[S:20][C:21]([Cl:23])=[CH:22][C:17]=2[CH:16]=1)([OH:14])=O.[NH2:24][CH:25]1[CH2:34][C:33]2[C:28](=[CH:29][CH:30]=[CH:31][CH:32]=2)[N:27]([CH2:35][CH2:36][S:37][CH3:38])[C:26]1=[O:39].ON1C2C=CC=CC=2N=N1, predict the reaction product. The product is: [Cl:23][C:21]1[S:20][C:18]2[NH:19][C:15]([C:12]([NH:24][CH:25]3[CH2:34][C:33]4[C:28](=[CH:29][CH:30]=[CH:31][CH:32]=4)[N:27]([CH2:35][CH2:36][S:37][CH3:38])[C:26]3=[O:39])=[O:14])=[CH:16][C:17]=2[CH:22]=1. (5) Given the reactants [C:1]([O:5][C:6]([N:8]1[CH2:13][CH2:12][CH:11]([CH2:14][CH:15]=O)[CH2:10][CH2:9]1)=[O:7])([CH3:4])([CH3:3])[CH3:2].[BH4-].[Na+].[CH3:19][NH2:20], predict the reaction product. The product is: [C:1]([O:5][C:6]([N:8]1[CH2:13][CH2:12][CH:11]([CH2:14][CH2:15][NH:20][CH3:19])[CH2:10][CH2:9]1)=[O:7])([CH3:4])([CH3:3])[CH3:2].